Dataset: Reaction yield outcomes from USPTO patents with 853,638 reactions. Task: Predict the reaction yield, written as a fraction of the theoretical maximum amount of product (1.0 means a 100% yield; for example, 0.34 means a 34% yield). (1) The reactants are [CH:1]([C:3]1[CH:10]=[CH:9][C:6]([C:7]#[N:8])=[CH:5][CH:4]=1)=[O:2].[CH2:11](O)[CH2:12][OH:13].C(=O)(O)[O-].[Na+]. The catalyst is C1(C)C=CC=CC=1.O.C1(C)C=CC(S(O)(=O)=O)=CC=1. The product is [O:2]1[CH2:11][CH2:12][O:13][CH:1]1[C:3]1[CH:10]=[CH:9][C:6]([C:7]#[N:8])=[CH:5][CH:4]=1. The yield is 0.940. (2) The reactants are [NH2:1][C:2]1[CH:3]=[C:4]([OH:8])[CH:5]=[CH:6][CH:7]=1.C(=O)([O-])[O-].[Cs+].[Cs+].Cl[C:16]1[C:25]2[C:20](=[CH:21][C:22]([O:28][CH2:29][CH2:30][N:31]3[CH2:36][CH2:35][O:34][CH2:33][CH2:32]3)=[C:23]([O:26][CH3:27])[CH:24]=2)[N:19]=[CH:18][N:17]=1. The catalyst is C(O)(C)C. The product is [CH3:27][O:26][C:23]1[CH:24]=[C:25]2[C:20](=[CH:21][C:22]=1[O:28][CH2:29][CH2:30][N:31]1[CH2:36][CH2:35][O:34][CH2:33][CH2:32]1)[N:19]=[CH:18][N:17]=[C:16]2[O:8][C:4]1[CH:3]=[C:2]([CH:7]=[CH:6][CH:5]=1)[NH2:1]. The yield is 0.220. (3) The reactants are [Cl:1][C:2]1[CH:7]=[C:6](Cl)[N:5]=[C:4]([C:9]2[S:10][CH:11]=[CH:12][N:13]=2)[CH:3]=1.B(O)(O)[C:15]1[CH:16]=[CH:17][C:18]([CH3:21])=[CH:19][CH:20]=1.[O-]P([O-])([O-])=O.[K+].[K+].[K+].C1COCC1. The catalyst is CCOC(C)=O.[Cl-].[Na+].O.C1C=CC(P(C2C=CC=CC=2)[C-]2C=CC=C2)=CC=1.C1C=CC(P(C2C=CC=CC=2)[C-]2C=CC=C2)=CC=1.Cl[Pd]Cl.[Fe+2].O. The product is [Cl:1][C:2]1[CH:7]=[C:6]([C:15]2[CH:20]=[CH:19][C:18]([CH3:21])=[CH:17][CH:16]=2)[N:5]=[C:4]([C:9]2[S:10][CH:11]=[CH:12][N:13]=2)[CH:3]=1. The yield is 0.450. (4) The reactants are Cl[C:2]1[C:3]([C:8]([O:10][CH3:11])=[O:9])=[N:4][CH:5]=[CH:6][N:7]=1.[F-:12].[K+].Cl[C:15]([F:21])([F:20])C(OC)=O. The catalyst is CN(C=O)C. The product is [F:20][C:15]([F:21])([F:12])[C:2]1[C:3]([C:8]([O:10][CH3:11])=[O:9])=[N:4][CH:5]=[CH:6][N:7]=1. The yield is 0.290.